This data is from Full USPTO retrosynthesis dataset with 1.9M reactions from patents (1976-2016). The task is: Predict the reactants needed to synthesize the given product. (1) Given the product [CH3:1][N:2]1[CH2:7][CH2:6][N:5]([C:8]2[N:13]3[C:14]([CH:30]([OH:31])[CH3:32])=[C:15]([CH2:17][N:18]([CH3:29])[C@@H:19]4[C:28]5[N:27]=[CH:26][CH:25]=[CH:24][C:23]=5[CH2:22][CH2:21][CH2:20]4)[N:16]=[C:12]3[CH:11]=[CH:10][CH:9]=2)[CH2:4][CH2:3]1, predict the reactants needed to synthesize it. The reactants are: [CH3:1][N:2]1[CH2:7][CH2:6][N:5]([C:8]2[N:13]3[C:14]([CH:30]=[O:31])=[C:15]([CH2:17][N:18]([CH3:29])[C@@H:19]4[C:28]5[N:27]=[CH:26][CH:25]=[CH:24][C:23]=5[CH2:22][CH2:21][CH2:20]4)[N:16]=[C:12]3[CH:11]=[CH:10][CH:9]=2)[CH2:4][CH2:3]1.[CH3:32][Mg]Br. (2) Given the product [C:1]([O:5][C:6]([N:8]1[CH2:9][CH2:10][CH:11]([NH:14][C:15]2[CH:20]=[CH:19][C:18]([O:21][C:32]([O:31][C:27]([CH3:30])([CH3:29])[CH3:28])=[O:33])=[CH:17][N:16]=2)[CH2:12][CH2:13]1)=[O:7])([CH3:4])([CH3:2])[CH3:3], predict the reactants needed to synthesize it. The reactants are: [C:1]([O:5][C:6]([N:8]1[CH2:13][CH2:12][CH:11]([NH:14][C:15]2[CH:20]=[CH:19][C:18]([OH:21])=[CH:17][N:16]=2)[CH2:10][CH2:9]1)=[O:7])([CH3:4])([CH3:3])[CH3:2].C(=O)(O)[O-].[Na+].[C:27]([O:31][C:32](O[C:32]([O:31][C:27]([CH3:30])([CH3:29])[CH3:28])=[O:33])=[O:33])([CH3:30])([CH3:29])[CH3:28].Cl. (3) Given the product [Br:1][C:2]1[CH:8]=[CH:7][C:5]([NH:6][S:24]([C:18]2[CH:23]=[CH:22][CH:21]=[CH:20][CH:19]=2)(=[O:26])=[O:25])=[CH:4][C:3]=1[N+:9]([O-:11])=[O:10], predict the reactants needed to synthesize it. The reactants are: [Br:1][C:2]1[CH:8]=[CH:7][C:5]([NH2:6])=[CH:4][C:3]=1[N+:9]([O-:11])=[O:10].N1C=CC=CC=1.[C:18]1([S:24](Cl)(=[O:26])=[O:25])[CH:23]=[CH:22][CH:21]=[CH:20][CH:19]=1. (4) Given the product [CH:1]([N:14]1[C:22]2[C:17](=[CH:18][C:19]([Cl:23])=[CH:20][CH:21]=2)[C:16]([CH2:24][CH2:25][S:26]([C:29]2[CH:34]=[CH:33][C:32]([CH2:35][CH2:36][C:37]([OH:39])=[O:38])=[CH:31][CH:30]=2)(=[O:28])=[O:27])=[C:15]1[CH2:42][CH2:43][NH:44][S:45]([CH2:48][C:49]1[CH:54]=[CH:53][CH:52]=[CH:51][C:50]=1[Cl:55])(=[O:46])=[O:47])([C:2]1[CH:3]=[CH:4][CH:5]=[CH:6][CH:7]=1)[C:8]1[CH:13]=[CH:12][CH:11]=[CH:10][CH:9]=1, predict the reactants needed to synthesize it. The reactants are: [CH:1]([N:14]1[C:22]2[C:17](=[CH:18][C:19]([Cl:23])=[CH:20][CH:21]=2)[C:16]([CH2:24][CH2:25][S:26]([C:29]2[CH:34]=[CH:33][C:32]([CH2:35][CH2:36][C:37]([O:39]CC)=[O:38])=[CH:31][CH:30]=2)(=[O:28])=[O:27])=[C:15]1[CH2:42][CH2:43][NH:44][S:45]([CH2:48][C:49]1[CH:54]=[CH:53][CH:52]=[CH:51][C:50]=1[Cl:55])(=[O:47])=[O:46])([C:8]1[CH:13]=[CH:12][CH:11]=[CH:10][CH:9]=1)[C:2]1[CH:7]=[CH:6][CH:5]=[CH:4][CH:3]=1.C1COCC1.[OH-].[Na+]. (5) Given the product [F:22][C:2]([F:1])([F:23])[C:3]1[C:4](=[O:21])[C@H:5]2[CH2:20][C@:8]3([CH2:19][C:18]4[C:14]5[N:15]=[N:16][NH:17][C:13]=5[CH:12]=[CH:11][C:10]=4[C:9]=13)[CH2:7][CH2:6]2, predict the reactants needed to synthesize it. The reactants are: [F:1][C:2]([F:23])([F:22])[C:3]1[C:4](=[O:21])[CH:5]2[CH2:20][C:8]3([CH2:19][C:18]4[C:14]5[N:15]=[N:16][NH:17][C:13]=5[CH:12]=[CH:11][C:10]=4[C:9]=13)[CH2:7][CH2:6]2. (6) Given the product [N:12]1([C:2]2[CH:3]=[N:4][CH:5]=[C:6]3[C:11]=2[N:10]=[CH:9][CH:8]=[CH:7]3)[CH2:17][CH2:16][NH:15][CH2:14][CH2:13]1, predict the reactants needed to synthesize it. The reactants are: Br[C:2]1[CH:3]=[N:4][CH:5]=[C:6]2[C:11]=1[N:10]=[CH:9][CH:8]=[CH:7]2.[NH:12]1[CH2:17][CH2:16][NH:15][CH2:14][CH2:13]1.CC(C)([O-])C.[Na+].P(C(C)(C)C)(C(C)(C)C)C(C)(C)C.